From a dataset of Full USPTO retrosynthesis dataset with 1.9M reactions from patents (1976-2016). Predict the reactants needed to synthesize the given product. Given the product [CH3:36][C:37]1[CH:42]=[CH:41][C:40]([S:43]([O:34][CH2:33][C@:18]23[CH2:19][C@H:20]2[C@:21]([C:25]2[CH:30]=[C:29]([Br:31])[CH:28]=[CH:27][C:26]=2[F:32])([CH2:23][F:24])[N:22]=[C:16]([N:7]([C:6]([O:5][C:1]([CH3:4])([CH3:2])[CH3:3])=[O:35])[CH2:8][O:9][CH2:10][CH2:11][Si:12]([CH3:13])([CH3:14])[CH3:15])[S:17]3)(=[O:45])=[O:44])=[CH:39][CH:38]=1, predict the reactants needed to synthesize it. The reactants are: [C:1]([O:5][C:6](=[O:35])[N:7]([C:16]1[S:17][C@:18]2([CH2:33][OH:34])[C@H:20]([C@:21]([C:25]3[CH:30]=[C:29]([Br:31])[CH:28]=[CH:27][C:26]=3[F:32])([CH2:23][F:24])[N:22]=1)[CH2:19]2)[CH2:8][O:9][CH2:10][CH2:11][Si:12]([CH3:15])([CH3:14])[CH3:13])([CH3:4])([CH3:3])[CH3:2].[CH3:36][C:37]1[CH:42]=[CH:41][C:40]([S:43](Cl)(=[O:45])=[O:44])=[CH:39][CH:38]=1.